From a dataset of Catalyst prediction with 721,799 reactions and 888 catalyst types from USPTO. Predict which catalyst facilitates the given reaction. (1) Reactant: [OH-].[K+].[CH3:3][C:4]1[C:13]2[C:8](=[C:9]([C:18](=[O:20])[CH3:19])[C:10]([O:14][CH2:15][CH:16]=[CH2:17])=[CH:11][CH:12]=2)[O:7][C:6](=[O:21])[CH:5]=1.[Cl:22][C:23]1[CH:30]=[CH:29][C:26]([CH:27]=O)=[CH:25][CH:24]=1. The catalyst class is: 40. Product: [CH3:3][C:4]1[C:13]2[C:8](=[C:9]([C:18](=[O:20])[CH:19]=[CH:27][C:26]3[CH:29]=[CH:30][C:23]([Cl:22])=[CH:24][CH:25]=3)[C:10]([O:14][CH2:15][CH:16]=[CH2:17])=[CH:11][CH:12]=2)[O:7][C:6](=[O:21])[CH:5]=1. (2) Reactant: [C:1]1([CH2:7][CH2:8][CH2:9][CH2:10][O:11][CH2:12][C:13]2[O:17][N:16]=[C:15]([C:18]([OH:20])=O)[CH:14]=2)[CH:6]=[CH:5][CH:4]=[CH:3][CH:2]=1.C(N(CC)CC)C.Cl.C(N=C=NCCCN(C)C)C.ON1C2C=CC=CC=2N=N1.[O:50]1[CH2:55][CH2:54][CH:53]([CH2:56][NH2:57])[CH2:52][CH2:51]1. Product: [O:50]1[CH2:55][CH2:54][CH:53]([CH2:56][NH:57][C:18]([C:15]2[CH:14]=[C:13]([CH2:12][O:11][CH2:10][CH2:9][CH2:8][CH2:7][C:1]3[CH:2]=[CH:3][CH:4]=[CH:5][CH:6]=3)[O:17][N:16]=2)=[O:20])[CH2:52][CH2:51]1. The catalyst class is: 408.